This data is from Reaction yield outcomes from USPTO patents with 853,638 reactions. The task is: Predict the reaction yield, written as a fraction of the theoretical maximum amount of product (1.0 means a 100% yield; for example, 0.34 means a 34% yield). (1) The reactants are [NH2:1][C:2]1[C:3]2[N:4]([C:8]([CH3:12])=[C:9]([CH3:11])[N:10]=2)[CH:5]=[CH:6][CH:7]=1.[CH3:13][O:14][C:15]1[CH:22]=[C:21]([CH3:23])[C:18]([CH:19]=O)=[C:17]([CH3:24])[CH:16]=1.C([BH3-])#N.[Na+].[OH-].[Na+]. The catalyst is CO.[Cl-].[Zn+2].[Cl-]. The product is [CH3:13][O:14][C:15]1[CH:22]=[C:21]([CH3:23])[C:18]([CH2:19][NH:1][C:2]2[C:3]3[N:4]([C:8]([CH3:12])=[C:9]([CH3:11])[N:10]=3)[CH:5]=[CH:6][CH:7]=2)=[C:17]([CH3:24])[CH:16]=1. The yield is 0.600. (2) The reactants are [C:1]1([P:7]([C:14]2[CH:19]=[CH:18][CH:17]=[CH:16][CH:15]=2)[C:8]2[CH:13]=[CH:12][CH:11]=[CH:10][CH:9]=2)[CH:6]=[CH:5][CH:4]=[CH:3][CH:2]=1.[F:20][C:21]1[CH:22]=[C:23]([CH:26]=[CH:27][CH:28]=1)[CH2:24][Br:25]. The catalyst is CCOCC. The product is [Br-:25].[F:20][C:21]1[CH:22]=[C:23]([CH:26]=[CH:27][CH:28]=1)[CH2:24][P+:7]([C:1]1[CH:2]=[CH:3][CH:4]=[CH:5][CH:6]=1)([C:8]1[CH:13]=[CH:12][CH:11]=[CH:10][CH:9]=1)[C:14]1[CH:15]=[CH:16][CH:17]=[CH:18][CH:19]=1. The yield is 0.850. (3) The reactants are [CH:1]([NH:4][CH2:5][CH2:6][NH:7][C:8](=[O:35])/[CH:9]=[CH:10]/[C@@H:11]([NH:19][C:20]([NH:22][C:23]1[CH:28]=[CH:27][C:26]([C:29]2[CH:34]=[CH:33][CH:32]=[CH:31][CH:30]=2)=[CH:25][CH:24]=1)=[O:21])[CH2:12][C:13]1[CH:18]=[CH:17][CH:16]=[CH:15][CH:14]=1)([CH3:3])[CH3:2]. The catalyst is CCO.[Pd]. The product is [CH:1]([NH:4][CH2:5][CH2:6][NH:7][C:8](=[O:35])[CH2:9][CH2:10][C@@H:11]([NH:19][C:20]([NH:22][C:23]1[CH:24]=[CH:25][C:26]([C:29]2[CH:34]=[CH:33][CH:32]=[CH:31][CH:30]=2)=[CH:27][CH:28]=1)=[O:21])[CH2:12][C:13]1[CH:18]=[CH:17][CH:16]=[CH:15][CH:14]=1)([CH3:3])[CH3:2]. The yield is 0.990. (4) The reactants are [OH:1][C:2]1[CH:7]=[CH:6][C:5]([C:8]2[CH:12]=[C:11]([C:13]([NH2:15])=[O:14])[O:10][N:9]=2)=[CH:4][CH:3]=1.C([O-])([O-])=O.[K+].[K+].[CH3:22][C:23]1[CH:24]=[C:25]([CH:28]=[CH:29][C:30]=1[CH3:31])[CH2:26]Br. The catalyst is [I-].C([N+](CCCC)(CCCC)CCCC)CCC.CN(C=O)C. The product is [CH3:22][C:23]1[CH:24]=[C:25]([CH:28]=[CH:29][C:30]=1[CH3:31])[CH2:26][O:1][C:2]1[CH:3]=[CH:4][C:5]([C:8]2[CH:12]=[C:11]([C:13]([NH2:15])=[O:14])[O:10][N:9]=2)=[CH:6][CH:7]=1. The yield is 0.110. (5) The reactants are [C:1]([N:8]([CH3:15])[C:9]([CH3:14])([C:11]([OH:13])=O)[CH3:10])([O:3]C(C)(C)C)=[O:2].ClC(N(C)C)=C(C)C.Cl.[NH2:25][CH2:26][C:27]1[CH:28]=[C:29]([CH2:33][N:34]2[C:42]3[C:37](=[C:38]([O:43][CH3:44])[CH:39]=[CH:40][CH:41]=3)[C:36]([NH:45][S:46]([C:49]3[S:50][C:51]([Cl:54])=[CH:52][CH:53]=3)(=[O:48])=[O:47])=[N:35]2)[CH:30]=[CH:31][CH:32]=1.C(N(CC)C(C)C)(C)C. The catalyst is C1COCC1.CO.CS(C)=O. The product is [CH:1]([OH:3])=[O:2].[Cl:54][C:51]1[S:50][C:49]([S:46]([NH:45][C:36]2[C:37]3[C:42](=[CH:41][CH:40]=[CH:39][C:38]=3[O:43][CH3:44])[N:34]([CH2:33][C:29]3[CH:28]=[C:27]([CH2:26][NH:25][C:11](=[O:13])[C:9]([CH3:10])([CH3:14])[NH:8][CH3:15])[CH:32]=[CH:31][CH:30]=3)[N:35]=2)(=[O:47])=[O:48])=[CH:53][CH:52]=1. The yield is 0.870. (6) The reactants are Br[C:2]1[C:3]([NH2:9])=[N:4][CH:5]=[C:6]([Br:8])[N:7]=1.[O:10]1[C:14]2[CH:15]=[CH:16][CH:17]=[CH:18][C:13]=2[CH:12]=[C:11]1B(O)O.C([O-])(O)=O.[Na+].C1(P(C2C=CC=CC=2)C2C=CC=CC=2)C=CC=CC=1. The catalyst is C(COC)OC.O.CCOC(C)=O.O.[Pd]. The product is [O:10]1[C:14]2[CH:15]=[CH:16][CH:17]=[CH:18][C:13]=2[CH:12]=[C:11]1[C:2]1[C:3]([NH2:9])=[N:4][CH:5]=[C:6]([Br:8])[N:7]=1. The yield is 0.830. (7) The reactants are [CH3:1][O:2][C:3]([C:5]1[S:6][C:7](Br)=[CH:8][C:9]=1[N:10]([CH:20]([CH3:22])[CH3:21])[C:11]([C@H:13]1[CH2:18][CH2:17][C@H:16]([CH3:19])[CH2:15][CH2:14]1)=[O:12])=[O:4].[C:24]([C:28]#[CH:29])([CH3:27])([CH3:26])[CH3:25].C1(P(C2C=CC=CC=2)C2C=CC=CC=2)C=CC=CC=1.C(N(CC)CC)C. The catalyst is CN(C=O)C.C1C=CC(/C=C/C(/C=C/C2C=CC=CC=2)=O)=CC=1.C1C=CC(/C=C/C(/C=C/C2C=CC=CC=2)=O)=CC=1.C1C=CC(/C=C/C(/C=C/C2C=CC=CC=2)=O)=CC=1.[Pd].[Pd].[Cu]I. The product is [CH3:1][O:2][C:3]([C:5]1[S:6][C:7]([C:29]#[C:28][C:24]([CH3:27])([CH3:26])[CH3:25])=[CH:8][C:9]=1[N:10]([CH:20]([CH3:22])[CH3:21])[C:11]([C@H:13]1[CH2:18][CH2:17][C@H:16]([CH3:19])[CH2:15][CH2:14]1)=[O:12])=[O:4]. The yield is 0.800. (8) The reactants are C([N:3]([CH2:15][CH3:16])[C:4](=[O:14])[C:5]1[CH:10]=[CH:9][C:8]([O:11][CH3:12])=[CH:7][C:6]=1[CH3:13])C.C([Li])(C)(C)C.CCCCC.[Cl:27][C:28]1[CH:29]=C([CH:33]=[CH:34][C:35]=1[O:36][CH3:37])C#N. The catalyst is C1COCC1. The product is [Cl:27][C:28]1[CH:29]=[C:16]([C:15]2[N:3]=[C:4]([OH:14])[C:5]3[C:6]([CH:13]=2)=[CH:7][C:8]([O:11][CH3:12])=[CH:9][CH:10]=3)[CH:33]=[CH:34][C:35]=1[O:36][CH3:37]. The yield is 0.840. (9) The reactants are Cl[C:2]1[N:10]=[C:9]2[C:5]([NH:6][CH:7]=[N:8]2)=[C:4]([NH2:11])[N:3]=1.[CH2:12]([NH2:16])[CH2:13][CH2:14][CH3:15]. No catalyst specified. The product is [CH2:12]([NH:16][C:2]1[N:10]=[C:9]2[C:5]([NH:6][CH:7]=[N:8]2)=[C:4]([NH2:11])[N:3]=1)[CH2:13][CH2:14][CH3:15]. The yield is 0.300. (10) The reactants are [Cl:1][C:2]1[CH:7]=[CH:6][CH:5]=[CH:4][C:3]=1[C:8](=O)[CH2:9][C:10](=O)[C:11]([F:14])([F:13])[F:12].ClCC(C1C=CC=CC=1)=O.[NH2:27][C:28]1[C:32]([C:33]#[N:34])=[CH:31][NH:30][N:29]=1. No catalyst specified. The product is [Cl:1][C:2]1[CH:7]=[CH:6][CH:5]=[CH:4][C:3]=1[C:8]1[CH:9]=[C:10]([C:11]([F:14])([F:13])[F:12])[N:29]2[N:30]=[CH:31][C:32]([C:33]#[N:34])=[C:28]2[N:27]=1. The yield is 0.230.